Task: Regression/Classification. Given a drug SMILES string, predict its absorption, distribution, metabolism, or excretion properties. Task type varies by dataset: regression for continuous measurements (e.g., permeability, clearance, half-life) or binary classification for categorical outcomes (e.g., BBB penetration, CYP inhibition). Dataset: cyp2c9_veith.. Dataset: CYP2C9 inhibition data for predicting drug metabolism from PubChem BioAssay (1) The compound is COc1ccc(-c2nnc(-c3cccnc3)o2)cc1. The result is 0 (non-inhibitor). (2) The molecule is C=CCOc1cccc(/C=N/NC(=O)C(=O)NCc2ccco2)c1. The result is 0 (non-inhibitor). (3) The compound is CCCOc1ccc(C(=O)NNC(=S)NC(=O)CC)cc1. The result is 0 (non-inhibitor). (4) The compound is CC(=O)N1CCC2(CC1)CCN(c1cccc(-c3ccccc3)c1)CC2. The result is 0 (non-inhibitor). (5) The compound is O=c1c(-c2cccs2)nc2cncnc2n1-c1ccccc1. The result is 1 (inhibitor). (6) The drug is COc1ccc(N2C(=O)NC(NC(=O)c3ccncc3)(C(F)(F)F)C2=O)cc1. The result is 1 (inhibitor). (7) The result is 0 (non-inhibitor). The compound is COc1ccc(NC(=O)N2CCC3(CC2)CCN(C(=O)c2ccncc2)CC3)cc1. (8) The result is 0 (non-inhibitor). The molecule is Br.C[N+](C)(C)CCCCCNCC12CC3CC(CC(C3)C1)C2.[Br-]. (9) The compound is COc1ccc2[nH]cc(CCNc3cc(-c4ccccc4OC)ncn3)c2c1. The result is 0 (non-inhibitor).